Dataset: Reaction yield outcomes from USPTO patents with 853,638 reactions. Task: Predict the reaction yield, written as a fraction of the theoretical maximum amount of product (1.0 means a 100% yield; for example, 0.34 means a 34% yield). The reactants are [CH3:1][C@H:2]1[CH2:7][O:6][CH2:5][CH2:4][NH:3]1.[F:8][C:9]1[CH:10]=[C:11]([NH:16][CH:17]([C:19]2[CH:20]=[C:21]([C:34]([O:36][CH3:37])=[O:35])[CH:22]=[C:23]3[C:28]=2[O:27][C:26](S(CC)=O)=[CH:25][C:24]3=[O:33])[CH3:18])[CH:12]=[C:13]([F:15])[CH:14]=1.C(N(C(C)C)C(C)C)C. The catalyst is C(#N)C. The product is [F:8][C:9]1[CH:10]=[C:11]([NH:16][CH:17]([C:19]2[CH:20]=[C:21]([C:34]([O:36][CH3:37])=[O:35])[CH:22]=[C:23]3[C:28]=2[O:27][C:26]([N:3]2[CH2:4][CH2:5][O:6][CH2:7][C@@H:2]2[CH3:1])=[CH:25][C:24]3=[O:33])[CH3:18])[CH:12]=[C:13]([F:15])[CH:14]=1. The yield is 0.340.